Dataset: Full USPTO retrosynthesis dataset with 1.9M reactions from patents (1976-2016). Task: Predict the reactants needed to synthesize the given product. (1) The reactants are: [Si:1]([O:18][CH2:19][C:20]1[C:21]([N:35]2[CH2:40][C@H:39]([CH3:41])[O:38][C@H:37]([CH3:42])[CH2:36]2)=[C:22]([F:34])[C:23]2[O:27][N:26]=[C:25]([C:28]([O:30]CC)=O)[C:24]=2[CH:33]=1)([C:14]([CH3:17])([CH3:16])[CH3:15])([C:8]1[CH:13]=[CH:12][CH:11]=[CH:10][CH:9]=1)[C:2]1[CH:7]=[CH:6][CH:5]=[CH:4][CH:3]=1.Cl.[CH3:44][NH:45][CH2:46][CH3:47]. Given the product [Si:1]([O:18][CH2:19][C:20]1[C:21]([N:35]2[CH2:36][C@H:37]([CH3:42])[O:38][C@H:39]([CH3:41])[CH2:40]2)=[C:22]([F:34])[C:23]2[O:27][N:26]=[C:25]([C:28]([N:45]([CH2:46][CH3:47])[CH3:44])=[O:30])[C:24]=2[CH:33]=1)([C:14]([CH3:16])([CH3:17])[CH3:15])([C:8]1[CH:9]=[CH:10][CH:11]=[CH:12][CH:13]=1)[C:2]1[CH:3]=[CH:4][CH:5]=[CH:6][CH:7]=1, predict the reactants needed to synthesize it. (2) Given the product [CH3:1][O:2][C:3]([C:4]1[CH:9]=[C:8]([C:17]2[CH:18]=[CH:19][C:14]([Cl:13])=[CH:15][CH:16]=2)[CH:7]=[CH:6][C:5]=1[NH2:11])=[O:12], predict the reactants needed to synthesize it. The reactants are: [CH3:1][O:2][C:3](=[O:12])[C:4]1[CH:9]=[C:8](Br)[CH:7]=[CH:6][C:5]=1[NH2:11].[Cl:13][C:14]1[CH:19]=[CH:18][C:17](B(O)O)=[CH:16][CH:15]=1.C(OCC)(=O)C.O. (3) Given the product [F:30][C:2]1([F:1])[CH2:5][N:4]([C:6]2([C:24]3[CH:25]=[CH:26][CH:27]=[CH:28][CH:29]=3)[CH2:7][CH2:8][C:9]3([CH2:10][CH2:11][NH:12][CH2:13][CH2:14]3)[CH2:22][CH2:23]2)[CH2:3]1, predict the reactants needed to synthesize it. The reactants are: [F:1][C:2]1([F:30])[CH2:5][N:4]([C:6]2([C:24]3[CH:29]=[CH:28][CH:27]=[CH:26][CH:25]=3)[CH2:23][CH2:22][C:9]3([CH2:14][CH2:13][N:12](C(OC(C)(C)C)=O)[CH2:11][CH2:10]3)[CH2:8][CH2:7]2)[CH2:3]1.C(O)(C(F)(F)F)=O. (4) Given the product [Cl:1][CH:2]1[CH2:3][CH:20]([C:19]2[C:22]([F:26])=[CH:23][CH:24]=[CH:25][C:18]=2[O:17][CH2:15][CH3:16])[N:14]([CH2:13][C:4]2[CH:5]=[CH:6][C:7]([O:8][C:9]([F:11])([F:12])[F:10])=[C:2]([Cl:1])[CH:3]=2)[C:7]1=[O:8], predict the reactants needed to synthesize it. The reactants are: [Cl:1][C:2]1[CH:3]=[C:4]([CH2:13][NH2:14])[CH:5]=[CH:6][C:7]=1[O:8][C:9]([F:12])([F:11])[F:10].[CH2:15]([O:17][C:18]1[CH:25]=[CH:24][CH:23]=[C:22]([F:26])[C:19]=1[CH:20]=O)[CH3:16]. (5) Given the product [Cl:1][C:2]1[C:3]([CH3:12])=[CH:4][C:5]([C:6]([O:8][CH3:14])=[O:7])=[CH:9][C:10]=1[CH3:11], predict the reactants needed to synthesize it. The reactants are: [Cl:1][C:2]1[C:10]([CH3:11])=[CH:9][C:5]([C:6]([OH:8])=[O:7])=[CH:4][C:3]=1[CH3:12].Cl.[CH3:14]O. (6) Given the product [OH:9][CH2:8][C@H:7]([NH:14][C:15]([C:17]1[CH:22]=[CH:21][C:20]([C:23]2[CH:28]=[CH:27][CH:26]=[C:25]([NH:29][S:38]([C:35]3[C:34]([CH3:42])=[N:33][N:32]([CH3:31])[C:36]=3[CH3:37])(=[O:39])=[O:40])[CH:24]=2)=[CH:19][CH:18]=1)=[O:16])[C:6]([OH:5])=[O:30], predict the reactants needed to synthesize it. The reactants are: C([O:5][C:6](=[O:30])[C@@H:7]([NH:14][C:15]([C:17]1[CH:22]=[CH:21][C:20]([C:23]2[CH:28]=[CH:27][CH:26]=[C:25]([NH2:29])[CH:24]=2)=[CH:19][CH:18]=1)=[O:16])[CH2:8][O:9]C(C)(C)C)(C)(C)C.[CH3:31][N:32]1[C:36]([CH3:37])=[C:35]([S:38](Cl)(=[O:40])=[O:39])[C:34]([CH3:42])=[N:33]1. (7) Given the product [Si:40]([O:39][C@@H:37]([CH3:38])[C@@H:36]([NH:47][C:48]1[CH:49]=[CH:50][C:51]([C:54]#[N:55])=[C:63]([Cl:65])[C:53]=1[CH3:52])[C:35]1[O:58][C:31]([C:30]2[CH:59]=[CH:60][C:61]([F:62])=[C:28]([O:27][Si:20]([C:23]([CH3:24])([CH3:25])[CH3:26])([CH3:21])[CH3:22])[CH:29]=2)=[N:33][N:34]=1)([C:43]([CH3:46])([CH3:44])[CH3:45])([CH3:42])[CH3:41], predict the reactants needed to synthesize it. The reactants are: C1(P(C2C=CC=CC=2)C2C=CC=CC=2)C=CC=CC=1.[Si:20]([O:27][C:28]1[CH:29]=[C:30]([CH:59]=[CH:60][C:61]=1[F:62])[C:31]([NH:33][NH:34][C:35](=[O:58])[C@H:36]([NH:47][C:48]1[CH:53]=[CH:52][C:51]([C:54]#[N:55])=[C:50](Cl)[C:49]=1C)[C@@H:37]([O:39][Si:40]([C:43]([CH3:46])([CH3:45])[CH3:44])([CH3:42])[CH3:41])[CH3:38])=O)([C:23]([CH3:26])([CH3:25])[CH3:24])([CH3:22])[CH3:21].[CH2:63]([Cl:65])Cl. (8) The reactants are: C(=O)([O-])[O-].[K+].[K+].[C:7]1(B(O)O)[CH:12]=[CH:11][CH:10]=[CH:9][CH:8]=1.[CH2:16]([O:18][C:19]([C:21]1[CH:22]=[N:23][N:24]([C:26]2[N:35]([CH2:36][O:37][CH2:38][CH2:39][O:40][CH3:41])[C:34](=[O:42])[C:33]3[C:28](=[CH:29][C:30](I)=[CH:31][CH:32]=3)[N:27]=2)[CH:25]=1)=[O:20])[CH3:17].C1COCC1. Given the product [CH2:16]([O:18][C:19]([C:21]1[CH:22]=[N:23][N:24]([C:26]2[N:35]([CH2:36][O:37][CH2:38][CH2:39][O:40][CH3:41])[C:34](=[O:42])[C:33]3[C:28](=[CH:29][C:30]([C:7]4[CH:12]=[CH:11][CH:10]=[CH:9][CH:8]=4)=[CH:31][CH:32]=3)[N:27]=2)[CH:25]=1)=[O:20])[CH3:17], predict the reactants needed to synthesize it.